Predict the product of the given reaction. From a dataset of Forward reaction prediction with 1.9M reactions from USPTO patents (1976-2016). Given the reactants O.NN.O=C1C2C(=CC=CC=2)C(=O)[N:6]1[C:15]1[N:16]=[N:17][N:18]([CH2:20][CH:21]([F:36])[CH2:22][CH2:23][N:24]2[CH:28]=[C:27]([C:29]([O:31][C:32]([CH3:35])([CH3:34])[CH3:33])=[O:30])[N:26]=[N:25]2)[CH:19]=1, predict the reaction product. The product is: [NH2:6][C:15]1[N:16]=[N:17][N:18]([CH2:20][CH:21]([F:36])[CH2:22][CH2:23][N:24]2[CH:28]=[C:27]([C:29]([O:31][C:32]([CH3:34])([CH3:33])[CH3:35])=[O:30])[N:26]=[N:25]2)[CH:19]=1.